Dataset: Reaction yield outcomes from USPTO patents with 853,638 reactions. Task: Predict the reaction yield, written as a fraction of the theoretical maximum amount of product (1.0 means a 100% yield; for example, 0.34 means a 34% yield). (1) The reactants are C(OC([N:8]1[CH2:13][CH2:12][CH:11]([NH:14][CH:15]2[CH2:20][CH2:19][N:18]([C:21](=[O:52])[CH:22]([N:29]3[C:33]4[CH:34]=[C:35]([C:38]#[N:39])[CH:36]=[CH:37][C:32]=4[N:31]([S:40]([C:43]4[CH:48]=[CH:47][C:46]([O:49][CH3:50])=[CH:45][CH:44]=4)(=[O:42])=[O:41])[C:30]3=[O:51])[C:23]3[CH:28]=[CH:27][CH:26]=[CH:25][CH:24]=3)[CH2:17][CH2:16]2)[CH2:10][CH2:9]1)=O)(C)(C)C.[F:53][C:54]([F:59])([F:58])[C:55]([OH:57])=[O:56]. The catalyst is C(Cl)Cl. The product is [F:53][C:54]([F:59])([F:58])[C:55]([OH:57])=[O:56].[CH3:50][O:49][C:46]1[CH:45]=[CH:44][C:43]([S:40]([N:31]2[C:32]3[CH:37]=[CH:36][C:35]([C:38]#[N:39])=[CH:34][C:33]=3[N:29]([CH:22]([C:23]3[CH:24]=[CH:25][CH:26]=[CH:27][CH:28]=3)[C:21](=[O:52])[N:18]3[CH2:17][CH2:16][CH:15]([NH:14][CH:11]4[CH2:10][CH2:9][NH:8][CH2:13][CH2:12]4)[CH2:20][CH2:19]3)[C:30]2=[O:51])(=[O:41])=[O:42])=[CH:48][CH:47]=1. The yield is 0.670. (2) The reactants are Br[C:2]1[CH:3]=[N:4][CH:5]=[C:6]([N+:9]([O-:11])=[O:10])[C:7]=1[NH2:8].[CH3:12][N:13]1[CH2:18][CH2:17][NH:16][CH2:15][CH2:14]1. The catalyst is CCOC(C)=O.O. The product is [CH3:12][N:13]1[CH2:18][CH2:17][N:16]([C:2]2[CH:3]=[N:4][CH:5]=[C:6]([N+:9]([O-:11])=[O:10])[C:7]=2[NH2:8])[CH2:15][CH2:14]1. The yield is 0.567. (3) The reactants are [Cl:1][C:2]1[C:7]([O:8][CH3:9])=[CH:6][C:5]([O:10][CH3:11])=[C:4]([Cl:12])[C:3]=1[C:13]1[C:24](=N)[NH:23][C:16]2[N:17]=[C:18]([S:21][CH3:22])[N:19]=[CH:20][C:15]=2[CH:14]=1.N([O-])=[O:27].[Na+]. The catalyst is C(O)(=O)C. The product is [Cl:12][C:4]1[C:5]([O:10][CH3:11])=[CH:6][C:7]([O:8][CH3:9])=[C:2]([Cl:1])[C:3]=1[C:13]1[C:24](=[O:27])[NH:23][C:16]2[N:17]=[C:18]([S:21][CH3:22])[N:19]=[CH:20][C:15]=2[CH:14]=1. The yield is 0.780.